From a dataset of Catalyst prediction with 721,799 reactions and 888 catalyst types from USPTO. Predict which catalyst facilitates the given reaction. (1) Reactant: C([O:5][C:6](=[O:24])/[CH:7]=[CH:8]/[C:9]1[CH:13]=[CH:12][N:11]([S:14]([C:17]2[CH:22]=[CH:21][CH:20]=[C:19]([Br:23])[CH:18]=2)(=[O:16])=[O:15])[CH:10]=1)(C)(C)C. Product: [Br:23][C:19]1[CH:18]=[C:17]([S:14]([N:11]2[CH:12]=[CH:13][C:9](/[CH:8]=[CH:7]/[C:6]([OH:24])=[O:5])=[CH:10]2)(=[O:15])=[O:16])[CH:22]=[CH:21][CH:20]=1. The catalyst class is: 4. (2) Product: [C:33]([NH:32][C:30]1[C:23]2[N:24]=[C:25]([NH:46][C:47]3[CH:52]=[CH:51][C:50]([N:53]4[CH2:58][CH2:57][N:56]([C:59]([O:61][C:62]([CH3:65])([CH3:64])[CH3:63])=[O:60])[CH2:55][CH2:54]4)=[CH:49][CH:48]=3)[N:26]=[CH:27][C:22]=2[C:21](=[O:36])[N:20]([C:14]2[C:13]([Cl:12])=[CH:18][CH:17]=[CH:16][C:15]=2[Cl:19])[CH:31]=1)(=[O:35])[CH3:34]. Reactant: C1C=C(Cl)C=C(C(OO)=O)C=1.[Cl:12][C:13]1[CH:18]=[CH:17][CH:16]=[C:15]([Cl:19])[C:14]=1[N:20]1[CH:31]=[C:30]([NH:32][C:33](=[O:35])[CH3:34])[C:23]2[N:24]=[C:25](SC)[N:26]=[CH:27][C:22]=2[C:21]1=[O:36].CCN(C(C)C)C(C)C.[NH2:46][C:47]1[CH:52]=[CH:51][C:50]([N:53]2[CH2:58][CH2:57][N:56]([C:59]([O:61][C:62]([CH3:65])([CH3:64])[CH3:63])=[O:60])[CH2:55][CH2:54]2)=[CH:49][CH:48]=1. The catalyst class is: 390. (3) Reactant: C(OC(=O)[NH:7][C@@H:8]([CH3:26])[CH2:9][C:10]1[C:18]2[CH:17]=[C:16]([O:19][CH:20]3[CH2:22][CH2:21]3)[CH:15]=[CH:14][C:13]=2[N:12]2[CH2:23][CH2:24][CH2:25][C:11]=12)(C)(C)C.[ClH:28]. Product: [ClH:28].[CH:20]1([O:19][C:16]2[CH:15]=[CH:14][C:13]3[N:12]4[CH2:23][CH2:24][CH2:25][C:11]4=[C:10]([CH2:9][C@@H:8]([NH2:7])[CH3:26])[C:18]=3[CH:17]=2)[CH2:21][CH2:22]1. The catalyst class is: 13. (4) Reactant: C[O:2][C:3](=[O:34])[CH2:4][C:5]1[CH:10]=[CH:9][C:8]([O:11][CH3:12])=[C:7]([CH2:13][N:14]2[CH2:19][CH2:18][C:17](=[O:20])[CH:16]([CH:21]([C:28]3[CH:33]=[CH:32][CH:31]=[CH:30][CH:29]=3)[C:22]3[CH:27]=[CH:26][CH:25]=[CH:24][CH:23]=3)[CH2:15]2)[CH:6]=1.[OH-].[Na+]. Product: [CH:21]([CH:16]1[C:17](=[O:20])[CH2:18][CH2:19][N:14]([CH2:13][C:7]2[CH:6]=[C:5]([CH2:4][C:3]([OH:34])=[O:2])[CH:10]=[CH:9][C:8]=2[O:11][CH3:12])[CH2:15]1)([C:28]1[CH:29]=[CH:30][CH:31]=[CH:32][CH:33]=1)[C:22]1[CH:23]=[CH:24][CH:25]=[CH:26][CH:27]=1. The catalyst class is: 5. (5) Reactant: [N:1]1[CH:6]=[CH:5][CH:4]=[C:3]([C:7]2[S:8][C:9]([C:12](=O)[CH3:13])=[CH:10][N:11]=2)[CH:2]=1.Cl.[NH2:16][OH:17].C(=O)([O-])[O-].[K+].[K+]. Product: [N:1]1[CH:6]=[CH:5][CH:4]=[C:3]([C:7]2[S:8][C:9]([C:12](=[N:16][OH:17])[CH3:13])=[CH:10][N:11]=2)[CH:2]=1. The catalyst class is: 14. (6) Reactant: [F:1][C:2]1[C:3]([NH2:10])=[N:4][C:5](SC)=[N:6][CH:7]=1.O[O:12][S:13]([O-:15])=O.[K+].S(=O)(O)[O-].[Na+].[CH3:22]O. Product: [F:1][C:2]1[C:3]([NH2:10])=[N:4][C:5]([S:13]([CH3:22])(=[O:15])=[O:12])=[N:6][CH:7]=1. The catalyst class is: 6. (7) Reactant: [N+:1]([C:4]1[CH:9]=[CH:8][C:7]([N:10]2[CH:14]=[C:13]([C:15]([O:17][CH2:18][CH3:19])=[O:16])[N:12]=[C:11]2[S:20][C:21]2[CH:26]=[CH:25][C:24]([N+:27]([O-])=O)=[CH:23][CH:22]=2)=[CH:6][CH:5]=1)([O-])=O.[Cl-].[Ca+2].[Cl-].O. Product: [NH2:1][C:4]1[CH:9]=[CH:8][C:7]([N:10]2[CH:14]=[C:13]([C:15]([O:17][CH2:18][CH3:19])=[O:16])[N:12]=[C:11]2[S:20][C:21]2[CH:22]=[CH:23][C:24]([NH2:27])=[CH:25][CH:26]=2)=[CH:6][CH:5]=1. The catalyst class is: 186. (8) Reactant: [CH2:1]([C:8]12[CH:27]=[C:26]([C:28]#[N:29])[C:25](=[O:30])[CH:24]([CH3:31])[CH:9]1[CH2:10][CH2:11][C:12]1[C:16]2=[N:15][N:14]([CH3:17])[C:13]=1[C:18]1[CH:23]=[CH:22][CH:21]=[CH:20][CH:19]=1)[C:2]1[CH:7]=[CH:6][CH:5]=[CH:4][CH:3]=1.C([OH:34])C. Product: [CH2:1]([C:8]12[CH:27]=[C:26]([C:28]([NH2:29])=[O:34])[C:25](=[O:30])[CH:24]([CH3:31])[CH:9]1[CH2:10][CH2:11][C:12]1[C:16]2=[N:15][N:14]([CH3:17])[C:13]=1[C:18]1[CH:19]=[CH:20][CH:21]=[CH:22][CH:23]=1)[C:2]1[CH:7]=[CH:6][CH:5]=[CH:4][CH:3]=1. The catalyst class is: 6.